From a dataset of NCI-60 drug combinations with 297,098 pairs across 59 cell lines. Regression. Given two drug SMILES strings and cell line genomic features, predict the synergy score measuring deviation from expected non-interaction effect. (1) Drug 1: C1=CN(C(=O)N=C1N)C2C(C(C(O2)CO)O)O.Cl. Drug 2: CC1CCC2CC(C(=CC=CC=CC(CC(C(=O)C(C(C(=CC(C(=O)CC(OC(=O)C3CCCCN3C(=O)C(=O)C1(O2)O)C(C)CC4CCC(C(C4)OC)O)C)C)O)OC)C)C)C)OC. Cell line: SK-MEL-5. Synergy scores: CSS=12.7, Synergy_ZIP=-1.10, Synergy_Bliss=0.315, Synergy_Loewe=-0.614, Synergy_HSA=0.807. (2) Drug 1: CS(=O)(=O)C1=CC(=C(C=C1)C(=O)NC2=CC(=C(C=C2)Cl)C3=CC=CC=N3)Cl. Drug 2: C1CC(C1)(C(=O)O)C(=O)O.[NH2-].[NH2-].[Pt+2]. Cell line: NCIH23. Synergy scores: CSS=48.4, Synergy_ZIP=-0.155, Synergy_Bliss=0.310, Synergy_Loewe=-5.89, Synergy_HSA=0.849. (3) Drug 1: COC1=CC(=CC(=C1O)OC)C2C3C(COC3=O)C(C4=CC5=C(C=C24)OCO5)OC6C(C(C7C(O6)COC(O7)C8=CC=CS8)O)O. Drug 2: CCC1=C2CN3C(=CC4=C(C3=O)COC(=O)C4(CC)O)C2=NC5=C1C=C(C=C5)O. Cell line: HCC-2998. Synergy scores: CSS=29.2, Synergy_ZIP=-3.46, Synergy_Bliss=-1.54, Synergy_Loewe=2.46, Synergy_HSA=3.14. (4) Drug 1: C1CCN(CC1)CCOC2=CC=C(C=C2)C(=O)C3=C(SC4=C3C=CC(=C4)O)C5=CC=C(C=C5)O. Drug 2: CNC(=O)C1=NC=CC(=C1)OC2=CC=C(C=C2)NC(=O)NC3=CC(=C(C=C3)Cl)C(F)(F)F. Cell line: COLO 205. Synergy scores: CSS=16.0, Synergy_ZIP=0.700, Synergy_Bliss=2.62, Synergy_Loewe=-3.11, Synergy_HSA=-3.10. (5) Drug 1: CN(C)N=NC1=C(NC=N1)C(=O)N. Drug 2: C(CCl)NC(=O)N(CCCl)N=O. Cell line: OVCAR-8. Synergy scores: CSS=-2.31, Synergy_ZIP=0.266, Synergy_Bliss=-0.0810, Synergy_Loewe=-3.79, Synergy_HSA=-2.83. (6) Drug 1: CNC(=O)C1=CC=CC=C1SC2=CC3=C(C=C2)C(=NN3)C=CC4=CC=CC=N4. Drug 2: CC(CN1CC(=O)NC(=O)C1)N2CC(=O)NC(=O)C2. Cell line: NCI-H522. Synergy scores: CSS=28.0, Synergy_ZIP=-2.50, Synergy_Bliss=3.16, Synergy_Loewe=4.68, Synergy_HSA=4.60.